The task is: Regression. Given two drug SMILES strings and cell line genomic features, predict the synergy score measuring deviation from expected non-interaction effect.. This data is from NCI-60 drug combinations with 297,098 pairs across 59 cell lines. (1) Synergy scores: CSS=51.8, Synergy_ZIP=-1.72, Synergy_Bliss=-0.903, Synergy_Loewe=-1.12, Synergy_HSA=-0.956. Drug 1: CC1OCC2C(O1)C(C(C(O2)OC3C4COC(=O)C4C(C5=CC6=C(C=C35)OCO6)C7=CC(=C(C(=C7)OC)O)OC)O)O. Drug 2: C#CCC(CC1=CN=C2C(=N1)C(=NC(=N2)N)N)C3=CC=C(C=C3)C(=O)NC(CCC(=O)O)C(=O)O. Cell line: ACHN. (2) Drug 1: CC(C)(C#N)C1=CC(=CC(=C1)CN2C=NC=N2)C(C)(C)C#N. Drug 2: CN(C(=O)NC(C=O)C(C(C(CO)O)O)O)N=O. Cell line: COLO 205. Synergy scores: CSS=-11.0, Synergy_ZIP=11.0, Synergy_Bliss=5.64, Synergy_Loewe=-6.49, Synergy_HSA=-8.34. (3) Drug 1: CC1OCC2C(O1)C(C(C(O2)OC3C4COC(=O)C4C(C5=CC6=C(C=C35)OCO6)C7=CC(=C(C(=C7)OC)O)OC)O)O. Drug 2: C1C(C(OC1N2C=NC3=C(N=C(N=C32)Cl)N)CO)O. Cell line: MDA-MB-231. Synergy scores: CSS=24.9, Synergy_ZIP=-8.04, Synergy_Bliss=-2.74, Synergy_Loewe=-0.338, Synergy_HSA=0.215. (4) Drug 1: CC1=C2C(C(=O)C3(C(CC4C(C3C(C(C2(C)C)(CC1OC(=O)C(C(C5=CC=CC=C5)NC(=O)OC(C)(C)C)O)O)OC(=O)C6=CC=CC=C6)(CO4)OC(=O)C)OC)C)OC. Drug 2: CN1C(=O)N2C=NC(=C2N=N1)C(=O)N. Cell line: KM12. Synergy scores: CSS=22.7, Synergy_ZIP=-4.95, Synergy_Bliss=-9.72, Synergy_Loewe=-49.0, Synergy_HSA=-10.4. (5) Drug 2: C#CCC(CC1=CN=C2C(=N1)C(=NC(=N2)N)N)C3=CC=C(C=C3)C(=O)NC(CCC(=O)O)C(=O)O. Synergy scores: CSS=87.2, Synergy_ZIP=26.1, Synergy_Bliss=-0.225, Synergy_Loewe=41.0, Synergy_HSA=-0.522. Drug 1: CS(=O)(=O)CCNCC1=CC=C(O1)C2=CC3=C(C=C2)N=CN=C3NC4=CC(=C(C=C4)OCC5=CC(=CC=C5)F)Cl. Cell line: K-562. (6) Drug 1: COC1=CC(=CC(=C1O)OC)C2C3C(COC3=O)C(C4=CC5=C(C=C24)OCO5)OC6C(C(C7C(O6)COC(O7)C8=CC=CS8)O)O. Drug 2: C(CCl)NC(=O)N(CCCl)N=O. Cell line: M14. Synergy scores: CSS=35.0, Synergy_ZIP=-5.29, Synergy_Bliss=-0.327, Synergy_Loewe=-26.5, Synergy_HSA=-0.497. (7) Drug 1: C1CCC(C1)C(CC#N)N2C=C(C=N2)C3=C4C=CNC4=NC=N3. Drug 2: C1=CC=C(C(=C1)C(C2=CC=C(C=C2)Cl)C(Cl)Cl)Cl. Cell line: DU-145. Synergy scores: CSS=14.8, Synergy_ZIP=5.08, Synergy_Bliss=10.4, Synergy_Loewe=3.65, Synergy_HSA=10.4. (8) Drug 1: C1CCC(C1)C(CC#N)N2C=C(C=N2)C3=C4C=CNC4=NC=N3. Drug 2: CNC(=O)C1=NC=CC(=C1)OC2=CC=C(C=C2)NC(=O)NC3=CC(=C(C=C3)Cl)C(F)(F)F. Cell line: SW-620. Synergy scores: CSS=24.4, Synergy_ZIP=-0.481, Synergy_Bliss=4.57, Synergy_Loewe=-0.354, Synergy_HSA=0.0277. (9) Drug 1: COC1=C(C=C2C(=C1)N=CN=C2NC3=CC(=C(C=C3)F)Cl)OCCCN4CCOCC4. Drug 2: C1=C(C(=O)NC(=O)N1)N(CCCl)CCCl. Cell line: MDA-MB-435. Synergy scores: CSS=7.67, Synergy_ZIP=-4.40, Synergy_Bliss=-5.28, Synergy_Loewe=-6.42, Synergy_HSA=-6.01. (10) Drug 1: CCN(CC)CCNC(=O)C1=C(NC(=C1C)C=C2C3=C(C=CC(=C3)F)NC2=O)C. Drug 2: C1CNP(=O)(OC1)N(CCCl)CCCl. Cell line: CAKI-1. Synergy scores: CSS=11.3, Synergy_ZIP=-4.94, Synergy_Bliss=-4.70, Synergy_Loewe=-16.6, Synergy_HSA=-4.76.